From a dataset of Catalyst prediction with 721,799 reactions and 888 catalyst types from USPTO. Predict which catalyst facilitates the given reaction. Reactant: C(Cl)(=O)C(Cl)=O.CS(C)=O.[O:11]1[C:15]2=[CH:16][N:17]=[C:18]([CH2:20][OH:21])[CH:19]=[C:14]2[CH:13]=[CH:12]1.CCN(CC)CC. Product: [O:11]1[C:15]2=[CH:16][N:17]=[C:18]([CH:20]=[O:21])[CH:19]=[C:14]2[CH:13]=[CH:12]1. The catalyst class is: 2.